From a dataset of Full USPTO retrosynthesis dataset with 1.9M reactions from patents (1976-2016). Predict the reactants needed to synthesize the given product. (1) Given the product [I:52][CH2:26][CH:23]1[CH2:22][CH2:21][C:20]2[S:19][C:18]3[C:25](=[C:14]([O:13][CH:10]4[CH2:11][CH2:12][CH:7]([N:1]5[CH2:6][CH2:5][O:4][CH2:3][CH2:2]5)[CH2:8][CH2:9]4)[N:15]=[CH:16][N:17]=3)[C:24]1=2, predict the reactants needed to synthesize it. The reactants are: [N:1]1([CH:7]2[CH2:12][CH2:11][CH:10]([O:13][C:14]3[N:15]=[CH:16][N:17]=[C:18]4[C:25]=3[C:24]3[CH:23]([CH2:26]O)[CH2:22][CH2:21][C:20]=3[S:19]4)[CH2:9][CH2:8]2)[CH2:6][CH2:5][O:4][CH2:3][CH2:2]1.N1C=CN=C1.C1C=CC(P(C2C=CC=CC=2)C2C=CC=CC=2)=CC=1.[I:52]I. (2) The reactants are: [N:1]1([CH2:7][CH2:8][N:9]2[C:13](=[O:14])[C:12]34[CH2:30][N:29](S(C5C=CC=CC=5[N+]([O-])=O)(=O)=O)[CH2:28][C@H:15]3[CH2:16][C@@H:17]([C:18]3[CH:19]=[N:20][C:21]5[C:26]([CH:27]=3)=[CH:25][CH:24]=[CH:23][CH:22]=5)[N:11]4[C:10]2=[O:43])[CH2:6][CH2:5][O:4][CH2:3][CH2:2]1.[S-]C1C=CC=CC=1.[Na+]. Given the product [N:1]1([CH2:7][CH2:8][N:9]2[C:13](=[O:14])[C:12]34[CH2:30][NH:29][CH2:28][C@H:15]3[CH2:16][C@@H:17]([C:18]3[CH:19]=[N:20][C:21]5[C:26]([CH:27]=3)=[CH:25][CH:24]=[CH:23][CH:22]=5)[N:11]4[C:10]2=[O:43])[CH2:2][CH2:3][O:4][CH2:5][CH2:6]1, predict the reactants needed to synthesize it.